Dataset: Catalyst prediction with 721,799 reactions and 888 catalyst types from USPTO. Task: Predict which catalyst facilitates the given reaction. (1) Reactant: [Br:1][C:2]1[CH:3]=[CH:4][C:5]([C:8]([CH3:12])([CH3:11])[CH:9]=[O:10])=[N:6][CH:7]=1.C[Si](C)(C)[C:15]([F:18])([F:17])[F:16].CCCC[N+](CCCC)(CCCC)CCCC.[F-]. Product: [Br:1][C:2]1[CH:3]=[CH:4][C:5]([C:8]([CH3:12])([CH3:11])[CH:9]([OH:10])[C:15]([F:18])([F:17])[F:16])=[N:6][CH:7]=1. The catalyst class is: 30. (2) Reactant: Cl[C:2]1[CH:7]=[CH:6][N:5]=[C:4]([NH2:8])[N:3]=1.[C:9]([N:16]1[CH2:21][CH2:20][NH:19][CH2:18][CH2:17]1)([O:11][C:12]([CH3:15])([CH3:14])[CH3:13])=[O:10]. Product: [NH2:8][C:4]1[N:3]=[C:2]([N:19]2[CH2:18][CH2:17][N:16]([C:9]([O:11][C:12]([CH3:15])([CH3:14])[CH3:13])=[O:10])[CH2:21][CH2:20]2)[CH:7]=[CH:6][N:5]=1. The catalyst class is: 1. (3) Reactant: [H-].[Na+].[C:3]([O:7][C:8]([NH:10][C@H:11]([C:14]([OH:16])=[O:15])[CH2:12][OH:13])=[O:9])([CH3:6])([CH3:5])[CH3:4].I[CH2:18][C:19]1[CH:20]=[C:21]([CH:28]=[CH:29][CH:30]=1)[C:22]([O:24][CH2:25][CH:26]=[CH2:27])=[O:23].Cl. Product: [CH2:25]([O:24][C:22]([C:21]1[CH:20]=[C:19]([CH:30]=[CH:29][CH:28]=1)[CH2:18][O:13][CH2:12][C@@H:11]([C:14]([OH:16])=[O:15])[NH:10][C:8]([O:7][C:3]([CH3:6])([CH3:4])[CH3:5])=[O:9])=[O:23])[CH:26]=[CH2:27]. The catalyst class is: 3. (4) Reactant: [CH3:1][N:2]1[CH:6]=[CH:5][N:4]=[C:3]1[C:7]1[CH:8]=[C:9]2[C:14](=[C:15]([O:17]COCC[Si](C)(C)C)[CH:16]=1)[N:13]=[CH:12][N:11](COCC[Si](C)(C)C)[C:10]2=[O:34].C(O)=O. Product: [OH:17][C:15]1[CH:16]=[C:7]([C:3]2[N:2]([CH3:1])[CH:6]=[CH:5][N:4]=2)[CH:8]=[C:9]2[C:14]=1[N:13]=[CH:12][NH:11][C:10]2=[O:34]. The catalyst class is: 6. (5) Reactant: Cl[C:2]1[N:7]=[C:6]([C:8]([N:10]2[CH2:15][CH2:14][CH:13]([N:16]3[CH2:20][CH2:19][CH2:18][CH2:17]3)[CH2:12][CH2:11]2)=[O:9])[C:5]([CH3:21])=[CH:4][C:3]=1[C:22]1[CH:27]=[CH:26][CH:25]=[C:24]([C:28]([F:31])([F:30])[F:29])[CH:23]=1.[CH3:32][O-:33].[Na+]. Product: [CH3:32][O:33][C:2]1[N:7]=[C:6]([C:8]([N:10]2[CH2:15][CH2:14][CH:13]([N:16]3[CH2:20][CH2:19][CH2:18][CH2:17]3)[CH2:12][CH2:11]2)=[O:9])[C:5]([CH3:21])=[CH:4][C:3]=1[C:22]1[CH:27]=[CH:26][CH:25]=[C:24]([C:28]([F:31])([F:30])[F:29])[CH:23]=1. The catalyst class is: 5. (6) Reactant: [CH3:1][C:2]1[CH:7]=[C:6]([CH3:8])[CH:5]=[C:4]([CH3:9])[C:3]=1[N:10]=[C:11]=[O:12].[NH2:13][C:14]1[CH:15]=[C:16]([C:35]2[CH:40]=[CH:39][CH:38]=[CH:37][CH:36]=2)[CH:17]=[CH:18][C:19]=1[C:20]([NH:22][C@H:23]([C:31]([O:33][CH3:34])=[O:32])[C@@H:24]([CH3:30])[O:25][C:26]([CH3:29])([CH3:28])[CH3:27])=[O:21].CCCCCC.C(OCC)(=O)C. Product: [CH3:29][C:26]([O:25][C@H:24]([CH3:30])[C@@H:23]([C:31]([O:33][CH3:34])=[O:32])[NH:22][C:20]([C:19]1[CH:18]=[CH:17][C:16]([C:35]2[CH:40]=[CH:39][CH:38]=[CH:37][CH:36]=2)=[CH:15][C:14]=1[NH:13][C:11]([NH:10][C:3]1[C:2]([CH3:1])=[CH:7][C:6]([CH3:8])=[CH:5][C:4]=1[CH3:9])=[O:12])=[O:21])([CH3:27])[CH3:28]. The catalyst class is: 17. (7) Product: [Cl:1][CH2:2][C:3]1[CH:10]=[CH:9][C:6]([CH2:7][O:8][C:12]2[CH:17]=[CH:16][C:15]([CH2:18][CH2:19][C:20]([O:22][CH3:23])=[O:21])=[CH:14][CH:13]=2)=[CH:5][CH:4]=1. Reactant: [Cl:1][CH2:2][C:3]1[CH:10]=[CH:9][C:6]([CH2:7][OH:8])=[CH:5][CH:4]=1.O[C:12]1[CH:17]=[CH:16][C:15]([CH2:18][CH2:19][C:20]([O:22][CH3:23])=[O:21])=[CH:14][CH:13]=1.C1(P(C2C=CC=CC=2)C2C=CC=CC=2)C=CC=CC=1.N(C(OCC)=O)=NC(OCC)=O. The catalyst class is: 359. (8) Reactant: [CH2:1]([C:3]([OH:10])([CH2:8][CH3:9])[C:4]([O:6][CH3:7])=[O:5])[CH3:2].[H-].[Na+].[CH2:13](Br)[C:14]#[CH:15].O. Product: [CH2:1]([C:3]([O:10][CH2:15][C:14]#[CH:13])([CH2:8][CH3:9])[C:4]([O:6][CH3:7])=[O:5])[CH3:2]. The catalyst class is: 9. (9) Reactant: [CH:1]1([C:7]2[C:8]3[S:20][C:19]([C:21]([O:23]C)=[O:22])=[CH:18][C:9]=3[NH:10][C:11]=2[C:12]2[CH:17]=[CH:16][CH:15]=[CH:14][CH:13]=2)[CH2:6][CH2:5][CH2:4][CH2:3][CH2:2]1.[OH-].[Na+]. Product: [CH:1]1([C:7]2[C:8]3[S:20][C:19]([C:21]([OH:23])=[O:22])=[CH:18][C:9]=3[NH:10][C:11]=2[C:12]2[CH:13]=[CH:14][CH:15]=[CH:16][CH:17]=2)[CH2:2][CH2:3][CH2:4][CH2:5][CH2:6]1. The catalyst class is: 36.